This data is from Experimental lipophilicity measurements (octanol/water distribution) for 4,200 compounds from AstraZeneca. The task is: Regression/Classification. Given a drug SMILES string, predict its absorption, distribution, metabolism, or excretion properties. Task type varies by dataset: regression for continuous measurements (e.g., permeability, clearance, half-life) or binary classification for categorical outcomes (e.g., BBB penetration, CYP inhibition). For this dataset (lipophilicity_astrazeneca), we predict Y. (1) The Y is 1.46 logD. The compound is NC1=NC(c2ccc(Cl)c(Cl)c2)CC(=O)N1. (2) The molecule is Cc1ccc2c(c1)c(Sc1ccc(S(C)(=O)=O)cc1)c(C)n2CC(=O)O. The Y is -0.0800 logD. (3) The Y is 2.23 logD. The compound is O=C(O)C(c1ccccc1)N1CCC(N2CCC(Oc3ccc(Cl)c(Cl)c3)CC2)CC1. (4) The compound is Cc1c(-c2ccccc2)oc2c(C(=O)OCCN3CCCCC3)cccc2c1=O. The Y is 3.42 logD. (5) The compound is Cc1cc2n[nH]c(=O)n2c2cc(-c3ccco3)ccc12. The Y is 2.07 logD. (6) The drug is Cc1c(CCC(=O)O)c(=O)oc2c(C)c(O)ccc12. The Y is -0.300 logD.